Predict the reaction yield, written as a fraction of the theoretical maximum amount of product (1.0 means a 100% yield; for example, 0.34 means a 34% yield). From a dataset of Reaction yield outcomes from USPTO patents with 853,638 reactions. (1) The reactants are [Na].O=[C:3]1[CH2:8][CH2:7][N:6]([C:9]([O:11][C:12]([CH3:15])([CH3:14])[CH3:13])=[O:10])[CH2:5][CH2:4]1.[O:16]1[C:20]2[CH:21]=[CH:22][C:23]([CH2:25][C:26]#[N:27])=[CH:24][C:19]=2[O:18][CH2:17]1. The catalyst is CO. The product is [O:16]1[C:20]2[CH:21]=[CH:22][C:23]([C:25]([C:26]#[N:27])=[C:3]3[CH2:8][CH2:7][N:6]([C:9]([O:11][C:12]([CH3:15])([CH3:14])[CH3:13])=[O:10])[CH2:5][CH2:4]3)=[CH:24][C:19]=2[O:18][CH2:17]1. The yield is 0.790. (2) The reactants are [F:1][C:2]1[CH:7]=[CH:6][C:5]([C:8]2[C:12]([CH2:13][O:14][C:15]3[CH:23]=[CH:22][C:18]([C:19]([OH:21])=O)=[CH:17][N:16]=3)=[C:11]([CH3:24])[O:10][N:9]=2)=[CH:4][CH:3]=1.[CH:25]([NH2:28])([CH3:27])[CH3:26]. No catalyst specified. The product is [F:1][C:2]1[CH:3]=[CH:4][C:5]([C:8]2[C:12]([CH2:13][O:14][C:15]3[CH:23]=[CH:22][C:18]([C:19]([NH:28][CH:25]([CH3:27])[CH3:26])=[O:21])=[CH:17][N:16]=3)=[C:11]([CH3:24])[O:10][N:9]=2)=[CH:6][CH:7]=1. The yield is 0.790.